The task is: Predict which catalyst facilitates the given reaction.. This data is from Catalyst prediction with 721,799 reactions and 888 catalyst types from USPTO. Reactant: [Br:1][CH:2]([CH3:18])[C:3]([C:5]1[CH:10]=[CH:9][C:8]([NH:11]C(=O)C)=[C:7]([N+:15]([O-:17])=[O:16])[CH:6]=1)=[O:4].O. Product: [NH2:11][C:8]1[CH:9]=[CH:10][C:5]([C:3](=[O:4])[CH:2]([Br:1])[CH3:18])=[CH:6][C:7]=1[N+:15]([O-:17])=[O:16]. The catalyst class is: 201.